Task: Predict the reaction yield, written as a fraction of the theoretical maximum amount of product (1.0 means a 100% yield; for example, 0.34 means a 34% yield).. Dataset: Reaction yield outcomes from USPTO patents with 853,638 reactions (1) The catalyst is C1COCC1. The product is [Cl:15][C:16]1[CH:29]=[CH:28][C:19]([O:20][C:21]2[CH:26]=[CH:25][C:24]([O:14][CH:11]3[CH2:10][CH2:9][NH:8][CH2:13][CH2:12]3)=[CH:23][CH:22]=2)=[CH:18][CH:17]=1. The reactants are C(OC([N:8]1[CH2:13][CH2:12][CH:11]([OH:14])[CH2:10][CH2:9]1)=O)(C)(C)C.[Cl:15][C:16]1[CH:29]=[CH:28][C:19]([O:20][C:21]2[CH:26]=[CH:25][C:24](O)=[CH:23][CH:22]=2)=[CH:18][CH:17]=1.C1(P(C2C=CC=CC=2)C2C=CC=CC=2)C=CC=CC=1.CC(OC(/N=N/C(OC(C)C)=O)=O)C. The yield is 1.00. (2) The reactants are Cl[CH2:2][C:3]1[N:4]=[C:5]([N:8]2[CH2:13][CH2:12][N:11]([C:14]([O:16][C:17]([CH3:20])([CH3:19])[CH3:18])=[O:15])[CH2:10][CH2:9]2)[S:6][CH:7]=1.[NH:21]1[CH2:26][CH2:25][CH:24]([C:27]([O:29][CH3:30])=[O:28])[CH2:23][CH2:22]1.C(=O)([O-])[O-].[K+].[K+]. The catalyst is CN(C=O)C. The product is [CH3:30][O:29][C:27]([CH:24]1[CH2:25][CH2:26][N:21]([CH2:2][C:3]2[N:4]=[C:5]([N:8]3[CH2:13][CH2:12][N:11]([C:14]([O:16][C:17]([CH3:20])([CH3:19])[CH3:18])=[O:15])[CH2:10][CH2:9]3)[S:6][CH:7]=2)[CH2:22][CH2:23]1)=[O:28]. The yield is 0.500. (3) The reactants are C(N(CC)CC)C.[C:8]([C:10]1([OH:15])[CH2:14][CH2:13][CH2:12][CH2:11]1)#[CH:9].[CH2:16]([C:18]([C:29]1[CH:34]=[CH:33][C:32](OS(C(F)(F)F)(=O)=O)=[C:31]([CH3:43])[CH:30]=1)([C:21]1[CH:26]=[CH:25][C:24]([OH:27])=[C:23]([CH3:28])[CH:22]=1)[CH2:19][CH3:20])[CH3:17].C(OCC)(=O)C. The catalyst is C(#N)C.C1C=CC([P]([Pd]([P](C2C=CC=CC=2)(C2C=CC=CC=2)C2C=CC=CC=2)([P](C2C=CC=CC=2)(C2C=CC=CC=2)C2C=CC=CC=2)[P](C2C=CC=CC=2)(C2C=CC=CC=2)C2C=CC=CC=2)(C2C=CC=CC=2)C2C=CC=CC=2)=CC=1. The product is [CH2:16]([C:18]([C:21]1[CH:26]=[CH:25][C:24]([OH:27])=[C:23]([CH3:28])[CH:22]=1)([C:29]1[CH:34]=[CH:33][C:32]([C:9]#[C:8][C:10]2([OH:15])[CH2:14][CH2:13][CH2:12][CH2:11]2)=[C:31]([CH3:43])[CH:30]=1)[CH2:19][CH3:20])[CH3:17]. The yield is 0.640. (4) The reactants are Br[C:2]1[C:6]([S:7][C:8]2[CH:13]=[CH:12][CH:11]=[CH:10][CH:9]=2)=[CH:5][S:4][CH:3]=1.[C:14](C1C(Br)=CSC=1)(=[O:16])[CH3:15]. No catalyst specified. The product is [C:14]([C:2]1[C:6]([S:7][C:8]2[CH:13]=[CH:12][CH:11]=[CH:10][CH:9]=2)=[CH:5][S:4][CH:3]=1)(=[O:16])[CH3:15]. The yield is 0.660. (5) The reactants are [NH2:1][C:2]1[CH:3]=[C:4]2[C:8](=[CH:9][CH:10]=1)[CH2:7][CH2:6][CH2:5]2.[CH3:11][O:12][CH2:13][C:14](Cl)=[O:15].N1C=CC=CC=1. The catalyst is CN(C=O)C. The product is [CH3:11][O:12][CH2:13][C:14]([NH:1][C:2]1[CH:3]=[C:4]2[C:8](=[CH:9][CH:10]=1)[CH2:7][CH2:6][CH2:5]2)=[O:15]. The yield is 0.830. (6) The reactants are [OH-].[Na+].C1COCC1.[F:8][C:9]([F:39])([F:38])[C:10]1[CH:11]=[C:12]([CH:35]=[CH:36][CH:37]=1)[CH2:13][N:14]1[CH2:23][CH2:22][C:21]2[C:16](=[CH:17][CH:18]=[CH:19][C:20]=2[C:24]2[CH:25]=[C:26]([CH:32]=[CH:33][CH:34]=2)[C:27]([O:29]CC)=[O:28])[CH2:15]1.Cl. The catalyst is O.CO. The product is [F:38][C:9]([F:8])([F:39])[C:10]1[CH:11]=[C:12]([CH:35]=[CH:36][CH:37]=1)[CH2:13][N:14]1[CH2:23][CH2:22][C:21]2[C:16](=[CH:17][CH:18]=[CH:19][C:20]=2[C:24]2[CH:25]=[C:26]([CH:32]=[CH:33][CH:34]=2)[C:27]([OH:29])=[O:28])[CH2:15]1. The yield is 0.600. (7) The reactants are [Cl:1][CH2:2][CH:3]1[C:7]2=[C:8]3[C:13](=[C:14]([N:16]4C(=O)C5=CC=CC=C5C4=O)[CH:15]=[C:6]2[N:5]([C:27]([C:29]2[NH:30][C:31]4[C:36]([CH:37]=2)=[CH:35][C:34]([O:38][CH2:39]C)=[C:33]([O:41][CH2:42]C)[C:32]=4[O:44][CH2:45]C)=[O:28])[CH2:4]1)[N:12]=[CH:11][CH:10]=[CH:9]3.O.NN. The catalyst is C(Cl)Cl.CCOC(C)=O. The product is [NH2:16][C:14]1[CH:15]=[C:6]2[N:5]([C:27]([C:29]3[NH:30][C:31]4[C:36]([CH:37]=3)=[CH:35][C:34]([O:38][CH3:39])=[C:33]([O:41][CH3:42])[C:32]=4[O:44][CH3:45])=[O:28])[CH2:4][CH:3]([CH2:2][Cl:1])[C:7]2=[C:8]2[C:13]=1[N:12]=[CH:11][CH:10]=[CH:9]2. The yield is 0.650.